Dataset: Experimentally validated miRNA-target interactions with 360,000+ pairs, plus equal number of negative samples. Task: Binary Classification. Given a miRNA mature sequence and a target amino acid sequence, predict their likelihood of interaction. The miRNA is hsa-miR-24-3p with sequence UGGCUCAGUUCAGCAGGAACAG. The protein sequence of the target gene is MAGTVRTACLVVAMLLSLDFPGQAQPPPPPPDATCHQVRSFFQRLQPGLKWVPETPVPGSDLQVCLPKGPTCCSRKMEEKYQLTARLNMEQLLQSASMELKFLIIQNAAVFQEAFEIVVRHAKNYTNAMFKNNYPSLTPQAFEFVGEFFTDVSLYILGSDINVDDMVNELFDSLFPVIYTQLMNPGLPDSALDINECLRGARRDLKVFGNFPKLIMTQVSKSLQVTRIFLQALNLGIEVINTTDHLKFSKDCGRMLTRMWYCSYCQGLMMVKPCGGYCNVVMQGCMAGVVEIDKYWREYI.... Result: 0 (no interaction).